This data is from Forward reaction prediction with 1.9M reactions from USPTO patents (1976-2016). The task is: Predict the product of the given reaction. (1) Given the reactants [Cl:1][C:2]1[CH:3]=[C:4]2[C:8](=[CH:9][CH:10]=1)[C:7](=[O:11])[CH:6]([S:12]([CH3:15])(=[O:14])=[O:13])[CH2:5]2.[BH4-].[Na+].Cl, predict the reaction product. The product is: [Cl:1][C:2]1[CH:3]=[C:4]2[C:8](=[CH:9][CH:10]=1)[CH:7]([OH:11])[CH:6]([S:12]([CH3:15])(=[O:14])=[O:13])[CH2:5]2. (2) Given the reactants [Cl:1][C:2]1[CH:7]=[C:6]([Cl:8])[CH:5]=[C:4]([O:9][CH3:10])[C:3]=1[S:11](Cl)(=[O:13])=[O:12].[F:15][C:16]([F:30])([F:29])[CH:17]([NH2:28])[CH2:18][C:19]1[C:27]2[C:22](=[CH:23][CH:24]=[CH:25][CH:26]=2)[NH:21][CH:20]=1, predict the reaction product. The product is: [Cl:1][C:2]1[CH:7]=[C:6]([Cl:8])[CH:5]=[C:4]([O:9][CH3:10])[C:3]=1[S:11]([NH:28][CH:17]([CH2:18][C:19]1[C:27]2[C:22](=[CH:23][CH:24]=[CH:25][CH:26]=2)[NH:21][CH:20]=1)[C:16]([F:15])([F:29])[F:30])(=[O:13])=[O:12]. (3) Given the reactants [C:1]1([CH3:10])[CH:6]=[CH:5][CH:4]=[CH:3][C:2]=1B(O)O.Br[C:12]1[CH:17]=[CH:16][C:15](Br)=[CH:14][C:13]=1[N+:19]([O-:21])=[O:20].C(=O)([O-])[O-].[K+].[K+], predict the reaction product. The product is: [CH3:10][C:1]1[CH:6]=[CH:5][CH:4]=[CH:3][C:2]=1[C:12]1[CH:17]=[CH:16][C:15]([C:2]2[CH:3]=[CH:4][CH:5]=[CH:6][C:1]=2[CH3:10])=[CH:14][C:13]=1[N+:19]([O-:21])=[O:20]. (4) Given the reactants [CH2:1]([O:8][C:9]([CH:11]([NH:29][C:30]([O:32][C:33]([CH3:36])([CH3:35])[CH3:34])=[O:31])[CH2:12][C:13]1[CH:28]=[CH:27][C:16]([O:17][C:18]2[CH:26]=[CH:25][C:21]([C:22](O)=[O:23])=[CH:20][CH:19]=2)=[CH:15][CH:14]=1)=[O:10])[C:2]1[CH:7]=[CH:6][CH:5]=[CH:4][CH:3]=1.CN1CCOCC1.CN([P+]([O:54][N:55]1N=NC2C=CC=CC1=2)(N(C)C)N(C)C)C.F[P-](F)(F)(F)(F)F.Cl.NO, predict the reaction product. The product is: [CH2:1]([O:8][C:9](=[O:10])[CH:11]([NH:29][C:30]([O:32][C:33]([CH3:34])([CH3:35])[CH3:36])=[O:31])[CH2:12][C:13]1[CH:14]=[CH:15][C:16]([O:17][C:18]2[CH:19]=[CH:20][C:21]([C:22](=[O:23])[NH:55][OH:54])=[CH:25][CH:26]=2)=[CH:27][CH:28]=1)[C:2]1[CH:3]=[CH:4][CH:5]=[CH:6][CH:7]=1. (5) Given the reactants C[O:2][C:3]1[CH:8]=[CH:7][C:6]([C:9]2[CH:10]=[C:11]3[C:15](=[CH:16][CH:17]=2)[N:14]([CH3:18])[C:13]([C:19]2[CH:24]=[CH:23][CH:22]=[CH:21][CH:20]=2)=[C:12]3[CH3:25])=[CH:5][CH:4]=1.B(Br)(Br)Br, predict the reaction product. The product is: [CH3:18][N:14]1[C:15]2[C:11](=[CH:10][C:9]([C:6]3[CH:7]=[CH:8][C:3]([OH:2])=[CH:4][CH:5]=3)=[CH:17][CH:16]=2)[C:12]([CH3:25])=[C:13]1[C:19]1[CH:24]=[CH:23][CH:22]=[CH:21][CH:20]=1. (6) Given the reactants [N:1]1[N:2]([CH2:6][C:7]2[CH:14]=[CH:13][C:10]([CH:11]=O)=[CH:9][CH:8]=2)[N:3]=[N:4][CH:5]=1.[NH2:15][C:16]1[N:17]=[N:18][C:19]([CH3:22])=[CH:20][CH:21]=1.C([O:25][C:26](=O)[C:27]([OH:42])=[CH:28][C:29](=[O:41])[C:30]1[CH:35]=[CH:34][C:33]([O:36][C:37]([F:40])([F:39])[F:38])=[CH:32][CH:31]=1)C, predict the reaction product. The product is: [OH:42][C:27]1[C:26](=[O:25])[N:15]([C:16]2[N:17]=[N:18][C:19]([CH3:22])=[CH:20][CH:21]=2)[CH:11]([C:10]2[CH:13]=[CH:14][C:7]([CH2:6][N:2]3[N:3]=[N:4][CH:5]=[N:1]3)=[CH:8][CH:9]=2)[C:28]=1[C:29](=[O:41])[C:30]1[CH:31]=[CH:32][C:33]([O:36][C:37]([F:39])([F:40])[F:38])=[CH:34][CH:35]=1. (7) Given the reactants [F:1][C:2]1[CH:7]=[CH:6][CH:5]=[CH:4][C:3]=1[C:8]1[C:9]([O:16][S:17]([C:20]2[CH:25]=[CH:24][C:23]([CH3:26])=[CH:22][CH:21]=2)(=[O:19])=[O:18])=[N:10][NH:11][C:12]=1[CH:13]([OH:15])[CH3:14].[Cr](O[Cr]([O-])(=O)=O)([O-])(=O)=O.[NH+]1C=CC=CC=1.[NH+]1C=CC=CC=1, predict the reaction product. The product is: [C:13]([C:12]1[NH:11][N:10]=[C:9]([O:16][S:17]([C:20]2[CH:21]=[CH:22][C:23]([CH3:26])=[CH:24][CH:25]=2)(=[O:18])=[O:19])[C:8]=1[C:3]1[CH:4]=[CH:5][CH:6]=[CH:7][C:2]=1[F:1])(=[O:15])[CH3:14]. (8) Given the reactants [F:1][C:2]1[CH:7]=[C:6]([F:8])[CH:5]=[CH:4][C:3]=1[C:9](=O)[CH2:10][C:11]1[CH:16]=[CH:15][CH:14]=[CH:13][CH:12]=1.[CH2:18]([O:20][C:21]1[CH:22]=[C:23]([CH:26]=[C:27]([N+:30]([O-:32])=[O:31])[C:28]=1[OH:29])[CH:24]=O)[CH3:19].[NH2:33][C:34]([NH2:36])=[O:35].Cl, predict the reaction product. The product is: [F:1][C:2]1[CH:7]=[C:6]([F:8])[CH:5]=[CH:4][C:3]=1[C:9]1[NH:36][C:34](=[O:35])[NH:33][CH:24]([C:23]2[CH:26]=[C:27]([N+:30]([O-:32])=[O:31])[C:28]([OH:29])=[C:21]([O:20][CH2:18][CH3:19])[CH:22]=2)[C:10]=1[C:11]1[CH:16]=[CH:15][CH:14]=[CH:13][CH:12]=1.